Dataset: Full USPTO retrosynthesis dataset with 1.9M reactions from patents (1976-2016). Task: Predict the reactants needed to synthesize the given product. Given the product [N:15]1[CH:20]=[CH:19][C:18]([C:21]2[N:8]=[C:3]3[CH2:4][CH2:5][CH2:6][CH2:7][N:2]3[C:23](=[O:24])[CH:22]=2)=[N:17][CH:16]=1, predict the reactants needed to synthesize it. The reactants are: Cl.[N:2]1[CH2:7][CH2:6][CH2:5][CH2:4][C:3]=1[NH2:8].C(=O)([O-])[O-].[K+].[K+].[N:15]1[CH:20]=[CH:19][C:18]([C:21](=O)[CH2:22][C:23](OCC)=[O:24])=[N:17][CH:16]=1.